Dataset: Catalyst prediction with 721,799 reactions and 888 catalyst types from USPTO. Task: Predict which catalyst facilitates the given reaction. Reactant: [N:1]1[CH:6]=[CH:5][CH:4]=[CH:3][C:2]=1[CH:7]=[N:8]O.[Cl:10]NC(=O)CCC(N)=O. Product: [N:1]1[CH:6]=[CH:5][CH:4]=[CH:3][C:2]=1[C:7]([Cl:10])=[NH:8]. The catalyst class is: 3.